From a dataset of Full USPTO retrosynthesis dataset with 1.9M reactions from patents (1976-2016). Predict the reactants needed to synthesize the given product. Given the product [CH2:1]([O:8][C:9](=[O:18])[NH:10][CH:11]1[CH2:16][CH2:15][CH2:14][CH:13]([OH:17])[CH2:12]1)[C:2]1[CH:3]=[CH:4][CH:5]=[CH:6][CH:7]=1, predict the reactants needed to synthesize it. The reactants are: [CH2:1]([O:8][C:9](=[O:18])[NH:10][CH:11]1[CH2:16][CH2:15][CH2:14][C:13](=[O:17])[CH2:12]1)[C:2]1[CH:7]=[CH:6][CH:5]=[CH:4][CH:3]=1.[BH4-].[Na+].